Dataset: Forward reaction prediction with 1.9M reactions from USPTO patents (1976-2016). Task: Predict the product of the given reaction. (1) Given the reactants [OH:1][CH2:2][C@@H:3]([NH:18][C:19](=[O:25])[O:20][C:21]([CH3:24])([CH3:23])[CH3:22])[C@H:4]([C:8]1[CH:13]=[CH:12][C:11]([C:14]([F:17])([F:16])[F:15])=[CH:10][CH:9]=1)/[CH:5]=[CH:6]/[CH3:7], predict the reaction product. The product is: [OH:1][CH2:2][C@@H:3]([NH:18][C:19](=[O:25])[O:20][C:21]([CH3:24])([CH3:23])[CH3:22])[C@H:4]([C:8]1[CH:13]=[CH:12][C:11]([C:14]([F:17])([F:16])[F:15])=[CH:10][CH:9]=1)[CH2:5][CH2:6][CH3:7]. (2) Given the reactants [Cl:1][C:2]1[CH:7]=[CH:6][CH:5]=[CH:4][C:3]=1[CH2:8][CH2:9][CH2:10][CH:11]=[O:12].CC(=CC)C.O.O.P([O-])(O)(O)=[O:21].[Na+].Cl([O-])=O.[Na+].Cl, predict the reaction product. The product is: [Cl:1][C:2]1[CH:7]=[CH:6][CH:5]=[CH:4][C:3]=1[CH2:8][CH2:9][CH2:10][C:11]([OH:21])=[O:12]. (3) The product is: [C:1]([C:5]1[O:9][N:8]=[C:7]([C:10]2[CH:15]=[C:14]([O:20][CH2:21][CH2:22][N:23]3[CH2:28][CH2:27][CH2:26][CH2:25][CH2:24]3)[C:13]([CH:17]3[CH2:19][CH2:18]3)=[CH:12][N:11]=2)[N:6]=1)([CH3:4])([CH3:3])[CH3:2]. Given the reactants [C:1]([C:5]1[O:9][N:8]=[C:7]([C:10]2[CH:15]=[C:14](Cl)[C:13]([CH:17]3[CH2:19][CH2:18]3)=[CH:12][N:11]=2)[N:6]=1)([CH3:4])([CH3:3])[CH3:2].[OH:20][CH2:21][CH2:22][N:23]1[CH2:28][CH2:27][CH2:26][CH2:25][CH2:24]1, predict the reaction product.